From a dataset of Peptide-MHC class I binding affinity with 185,985 pairs from IEDB/IMGT. Regression. Given a peptide amino acid sequence and an MHC pseudo amino acid sequence, predict their binding affinity value. This is MHC class I binding data. (1) The peptide sequence is PQVLGGLSF. The MHC is HLA-B15:01 with pseudo-sequence HLA-B15:01. The binding affinity (normalized) is 0.430. (2) The peptide sequence is CIAWSSSSCH. The MHC is HLA-A03:01 with pseudo-sequence HLA-A03:01. The binding affinity (normalized) is 0. (3) The peptide sequence is SSNTNTTTN. The MHC is H-2-Db with pseudo-sequence H-2-Db. The binding affinity (normalized) is 0.481. (4) The peptide sequence is FPRGQGVPI. The MHC is HLA-B51:01 with pseudo-sequence HLA-B51:01. The binding affinity (normalized) is 0.447. (5) The peptide sequence is EIYFSSIHR. The MHC is HLA-B08:02 with pseudo-sequence HLA-B08:02. The binding affinity (normalized) is 0.0847. (6) The peptide sequence is AVDLSHFLR. The MHC is HLA-B51:01 with pseudo-sequence HLA-B51:01. The binding affinity (normalized) is 0. (7) The peptide sequence is KAPNVISSK. The MHC is HLA-A31:01 with pseudo-sequence HLA-A31:01. The binding affinity (normalized) is 0.523.